This data is from Full USPTO retrosynthesis dataset with 1.9M reactions from patents (1976-2016). The task is: Predict the reactants needed to synthesize the given product. (1) Given the product [CH2:1]([O:8][C:9]1[CH:14]=[CH:13][C:12]([NH2:15])=[CH:11][C:10]=1[Cl:18])[C:2]1[CH:3]=[CH:4][CH:5]=[CH:6][CH:7]=1, predict the reactants needed to synthesize it. The reactants are: [CH2:1]([O:8][C:9]1[CH:14]=[CH:13][C:12]([N+:15]([O-])=O)=[CH:11][C:10]=1[Cl:18])[C:2]1[CH:7]=[CH:6][CH:5]=[CH:4][CH:3]=1. (2) Given the product [F:20][C:21]1[N:22]=[CH:23][C:24]([C:25]([N:16]2[CH2:17][CH2:18][CH2:19][C@H:14]([C:12]3[O:11][N:10]=[C:9]([O:2][C:3]4[CH:4]=[CH:5][CH:6]=[CH:7][CH:8]=4)[N:13]=3)[CH2:15]2)=[O:26])=[CH:28][CH:29]=1, predict the reactants needed to synthesize it. The reactants are: Cl.[O:2]([C:9]1[N:13]=[C:12]([C@H:14]2[CH2:19][CH2:18][CH2:17][NH:16][CH2:15]2)[O:11][N:10]=1)[C:3]1[CH:8]=[CH:7][CH:6]=[CH:5][CH:4]=1.[F:20][C:21]1[CH:29]=[CH:28][C:24]([C:25](O)=[O:26])=[CH:23][N:22]=1.C1C=NC2N(O)N=NC=2C=1.CCN=C=NCCCN(C)C.Cl.C(N(CC)CC)C.